The task is: Predict the reactants needed to synthesize the given product.. This data is from Full USPTO retrosynthesis dataset with 1.9M reactions from patents (1976-2016). (1) Given the product [O:12]1[CH:13]=[CH:14][CH:15]=[C:11]1[C:4]1[N:3]=[C:2]([NH2:1])[CH:7]=[N:6][C:5]=1[C:8]1[CH:9]=[CH:16][N:22]=[CH:20][N:21]=1, predict the reactants needed to synthesize it. The reactants are: [NH2:1][C:2]1[N:3]=[C:4]([C:11]2[O:12][CH:13]=[CH:14][CH:15]=2)[C:5]([C:8](=O)[CH3:9])=[N:6][CH:7]=1.[C:16](O)(=O)C.[CH:20]([NH2:22])=[NH:21]. (2) Given the product [CH3:26][C:21]1([CH3:27])[C:22]([CH3:25])=[C:23]([CH3:24])[C:18]([CH3:37])([CH3:17])[C:19]2[C:29](=[O:32])[CH2:30][CH2:31][CH2:28][C:20]1=2, predict the reactants needed to synthesize it. The reactants are: CC1(C)C(C)=CC(C)(C)C2C(=O)CCCC1=2.[CH3:17][C:18]1([CH3:37])[C:23]([CH3:24])=[C:22]([CH3:25])[C:21]([CH3:27])([CH3:26])[C:20](=[CH2:28])/[C:19]/1=[C:29](/[O:32][Si](C)(C)C)\[CH:30]=[CH2:31]. (3) Given the product [CH3:25]/[C:19](=[CH:5]\[C:4]1[CH:3]=[C:2]([F:1])[C:9]([F:10])=[C:8]([F:11])[CH:7]=1)/[C:20]([O:22][CH2:23][CH3:24])=[O:21], predict the reactants needed to synthesize it. The reactants are: [F:1][C:2]1[CH:3]=[C:4]([CH:7]=[C:8]([F:11])[C:9]=1[F:10])[CH:5]=O.C1(P(C2C=CC=CC=2)(C2C=CC=CC=2)=[C:19]([CH3:25])[C:20]([O:22][CH2:23][CH3:24])=[O:21])C=CC=CC=1. (4) Given the product [CH2:1]([O:3][CH:4]([O:12][CH2:13][CH3:14])[C:5]1[CH:10]=[CH:9][C:8]([C:30]([C:27]2[CH:26]=[CH:25][C:24]([O:23][CH2:22][O:21][CH3:20])=[CH:29][CH:28]=2)([OH:40])[CH:31]([C:34]2[CH:35]=[CH:36][CH:37]=[CH:38][CH:39]=2)[CH2:32][CH3:33])=[CH:7][CH:6]=1)[CH3:2], predict the reactants needed to synthesize it. The reactants are: [CH2:1]([O:3][CH:4]([O:12][CH2:13][CH3:14])[C:5]1[CH:10]=[CH:9][C:8](Br)=[CH:7][CH:6]=1)[CH3:2].[Li]CCCC.[CH3:20][O:21][CH2:22][O:23][C:24]1[CH:29]=[CH:28][C:27]([C:30](=[O:40])[CH:31]([C:34]2[CH:39]=[CH:38][CH:37]=[CH:36][CH:35]=2)[CH2:32][CH3:33])=[CH:26][CH:25]=1.O. (5) Given the product [C:17]1([CH2:16][CH2:15][N:13]2[CH2:14][C:11]3([CH2:10][C:9](=[O:27])[C:8]4[C:24](=[CH:25][CH:26]=[C:6](/[CH:5]=[CH:4]/[C:3]([OH:28])=[O:2])[CH:7]=4)[O:23]3)[CH2:12]2)[CH:18]=[CH:19][CH:20]=[CH:21][CH:22]=1, predict the reactants needed to synthesize it. The reactants are: C[O:2][C:3](=[O:28])/[CH:4]=[CH:5]/[C:6]1[CH:7]=[C:8]2[C:24](=[CH:25][CH:26]=1)[O:23][C:11]1([CH2:14][N:13]([CH2:15][CH2:16][C:17]3[CH:22]=[CH:21][CH:20]=[CH:19][CH:18]=3)[CH2:12]1)[CH2:10][C:9]2=[O:27].Cl.